The task is: Regression/Classification. Given a drug SMILES string, predict its toxicity properties. Task type varies by dataset: regression for continuous values (e.g., LD50, hERG inhibition percentage) or binary classification for toxic/non-toxic outcomes (e.g., AMES mutagenicity, cardiotoxicity, hepatotoxicity). Dataset: ames.. This data is from Ames mutagenicity test results for genotoxicity prediction. (1) The compound is C=CC(=O)OCC(Br)CBr. The result is 1 (mutagenic). (2) The compound is CC(=O)OCN(N=O)c1ccccc1. The result is 1 (mutagenic). (3) The drug is O=[N+]([O-])c1ccccc1O. The result is 0 (non-mutagenic). (4) The compound is Brc1ccc2c(c1)C1OC1C1CCCCC21. The result is 0 (non-mutagenic). (5) The molecule is Cc1ccc(N=Nc2c(O)c(C(=O)O)cc3ccccc23)c(S(=O)(=O)O)c1. The result is 0 (non-mutagenic). (6) The drug is O=C1Cc2cc3ccc([N+](=O)[O-])cc3cc2C(O)C1O. The result is 0 (non-mutagenic). (7) The drug is CCOC(=O)C(C#N)c1snc2c([N+](=O)[O-])cccc12. The result is 1 (mutagenic). (8) The result is 0 (non-mutagenic). The drug is C[C@@H]1O[C@H]1c1ccccc1.